From a dataset of Reaction yield outcomes from USPTO patents with 853,638 reactions. Predict the reaction yield, written as a fraction of the theoretical maximum amount of product (1.0 means a 100% yield; for example, 0.34 means a 34% yield). (1) The reactants are [F:1][C:2]1[N:3]=[C:4]([C:22]2[CH:23]=[N:24][CH:25]=[C:26]([F:28])[CH:27]=2)[S:5][C:6]=1[N:7](C(OC(C)(C)C)=O)[C:8]([O:10][C:11]([CH3:14])([CH3:13])[CH3:12])=[O:9].FC(F)(F)C(O)=O. The catalyst is ClCCl. The product is [C:11]([O:10][C:8](=[O:9])[NH:7][C:6]1[S:5][C:4]([C:22]2[CH:23]=[N:24][CH:25]=[C:26]([F:28])[CH:27]=2)=[N:3][C:2]=1[F:1])([CH3:14])([CH3:12])[CH3:13]. The yield is 0.680. (2) The reactants are [C:1]([O:4][C@H:5]1[C@H:10]([O:11][C:12](=O)[CH3:13])[C@@H:9]([CH2:15][O:16][C:17](=O)[CH3:18])[O:8][CH:7]=[CH:6]1)(=O)[CH3:2].C[O-].[Na+].[H-].[Na+].[CH:25]1[CH:30]=[CH:29][C:28]([CH2:31]Br)=CC=1. The catalyst is CO. The product is [CH2:1]([O:4][C@H:5]1[C@H:10]([O:11][CH2:12][C:13]2[CH:9]=[CH:10][CH:5]=[CH:6][CH:7]=2)[C@@H:9]([CH2:15][O:16][CH2:17][C:18]2[CH:31]=[CH:28][CH:29]=[CH:30][CH:25]=2)[O:8][CH:7]=[CH:6]1)[C:2]1[CH:31]=[CH:28][CH:29]=[CH:30][CH:25]=1. The yield is 0.940. (3) The yield is 0.720. The product is [I:7][C:8]1[CH:9]=[C:10]2[C:14](=[CH:15][CH:16]=1)[N:13]([CH:17]1[CH2:22][CH2:21][CH2:20][CH2:19][O:18]1)[N:12]=[C:11]2[CH:23]=[O:24]. The catalyst is C1COCC1. The reactants are [H-].[Al+3].[Li+].[H-].[H-].[H-].[I:7][C:8]1[CH:9]=[C:10]2[C:14](=[CH:15][CH:16]=1)[N:13]([CH:17]1[CH2:22][CH2:21][CH2:20][CH2:19][O:18]1)[N:12]=[C:11]2[C:23](N(OC)C)=[O:24]. (4) The reactants are C(=O)([O-])[O-].[K+].[K+].[OH:7][C:8]1[CH:15]=[CH:14][C:11]([CH2:12][OH:13])=[CH:10][CH:9]=1.Br[CH2:17][C:18](=[O:23])[C:19]([CH3:22])([CH3:21])[CH3:20].O. The catalyst is C(O)C. The product is [OH:13][CH2:12][C:11]1[CH:14]=[CH:15][C:8]([O:7][CH2:17][C:18](=[O:23])[C:19]([CH3:22])([CH3:21])[CH3:20])=[CH:9][CH:10]=1. The yield is 0.480. (5) The reactants are [C:1]1([C:7]2[O:8][CH:9]=[C:10]([CH:12]=[O:13])[N:11]=2)[CH:6]=[CH:5][CH:4]=[CH:3][CH:2]=1.[OH-:14].[Na+]. No catalyst specified. The product is [O:8]=[CH:9][CH:10]([NH:11][C:7](=[O:14])[C:1]1[CH:6]=[CH:5][CH:4]=[CH:3][CH:2]=1)[CH:12]=[O:13]. The yield is 0.880. (6) The reactants are [CH3:1][C:2]1[C:7]([C:8]([OH:10])=[O:9])=[C:6]([CH3:11])[N:5]=[C:4]([NH:12][CH2:13][C:14]#[CH:15])[N:3]=1.[CH3:16][C:17]1([CH3:24])[C:21]([CH3:23])([CH3:22])[O:20][BH:19][O:18]1.[CH2:25](N(CC)CC)[CH3:26]. The catalyst is C1COCC1.[H-].[Cl-].C1([Zr+2]C2C=CC=C2)C=CC=C1. The product is [CH2:25]([O:9][C:8]([C:7]1[C:6]([CH3:11])=[N:5][C:4]([NH:12][CH2:13]/[CH:14]=[CH:15]/[B:19]2[O:20][C:21]([CH3:23])([CH3:22])[C:17]([CH3:24])([CH3:16])[O:18]2)=[N:3][C:2]=1[CH3:1])=[O:10])[CH3:26]. The yield is 0.770. (7) The reactants are Cl.[CH:2]1([NH:7][C:8]([NH2:10])=[NH:9])[CH2:6][CH2:5][CH2:4][CH2:3]1.[O-]CC.[Na+].[F:15][C:16]1[CH:21]=[CH:20][C:19]([C:22]2[C:34]([C:35](=O)[C:36]#[CH:37])=[C:25]3[CH:26]=[CH:27][C:28]([C:30]([F:33])([F:32])[F:31])=[CH:29][N:24]3[N:23]=2)=[CH:18][CH:17]=1. The catalyst is C(O)C.O. The product is [CH:2]1([NH:7][C:8]2[N:10]=[C:35]([C:34]3[C:22]([C:19]4[CH:18]=[CH:17][C:16]([F:15])=[CH:21][CH:20]=4)=[N:23][N:24]4[CH:29]=[C:28]([C:30]([F:32])([F:31])[F:33])[CH:27]=[CH:26][C:25]=34)[CH:36]=[CH:37][N:9]=2)[CH2:6][CH2:5][CH2:4][CH2:3]1. The yield is 0.980.